This data is from Full USPTO retrosynthesis dataset with 1.9M reactions from patents (1976-2016). The task is: Predict the reactants needed to synthesize the given product. (1) The reactants are: [Cl:1][C:2]1[CH:13]=[CH:12][C:11]([CH:14]=[CH:15][CH2:16][O:17][CH3:18])=[CH:10][C:3]=1[C:4]([NH:6][CH:7]1[CH2:9][CH2:8]1)=[O:5].CN(C=O)C.C1(S(NN)(=O)=O)C=CC=CC=1. Given the product [Cl:1][C:2]1[CH:13]=[CH:12][C:11]([CH2:14][CH2:15][CH2:16][O:17][CH3:18])=[CH:10][C:3]=1[C:4]([NH:6][CH:7]1[CH2:8][CH2:9]1)=[O:5], predict the reactants needed to synthesize it. (2) Given the product [F:1][C:2]1[CH:9]=[CH:8][CH:7]=[C:6]([F:10])[C:3]=1[C:4](=[S:19])[NH2:5], predict the reactants needed to synthesize it. The reactants are: [F:1][C:2]1[CH:9]=[CH:8][CH:7]=[C:6]([F:10])[C:3]=1[C:4]#[N:5].C(N(CC)CC)C.O.[S-2:19].[Na+].[Na+].Cl. (3) Given the product [CH2:1]([O:8][CH2:9][C@H:10]1[CH2:15][O:14][C:13]2[CH:16]=[CH:17][C:18]([CH2:20][CH2:21][OH:22])=[CH:19][C:12]=2[O:11]1)[C:2]1[CH:3]=[CH:4][CH:5]=[CH:6][CH:7]=1, predict the reactants needed to synthesize it. The reactants are: [CH2:1]([O:8][CH2:9][C@H:10]1[CH2:15][O:14][C:13]2[CH:16]=[CH:17][C:18]([CH2:20][CH2:21][O:22][Si](C(C)(C)C)(C)C)=[CH:19][C:12]=2[O:11]1)[C:2]1[CH:7]=[CH:6][CH:5]=[CH:4][CH:3]=1.[F-].C([N+](CCCC)(CCCC)CCCC)CCC. (4) Given the product [Cl:39][CH2:40][C:41]1[S:42][CH:43]=[C:44]([C:46]([NH:1][C:2]2[CH:10]=[C:9]([C:11]3[CH:16]=[N:15][C:14]([O:17][CH3:18])=[C:13]([NH:19][S:20]([CH3:23])(=[O:22])=[O:21])[CH:12]=3)[CH:8]=[C:7]3[C:3]=2[CH:4]=[N:5][N:6]3[S:24]([C:27]2[CH:32]=[CH:31][CH:30]=[CH:29][CH:28]=2)(=[O:26])=[O:25])=[O:47])[N:45]=1, predict the reactants needed to synthesize it. The reactants are: [NH2:1][C:2]1[CH:10]=[C:9]([C:11]2[CH:12]=[C:13]([NH:19][S:20]([CH3:23])(=[O:22])=[O:21])[C:14]([O:17][CH3:18])=[N:15][CH:16]=2)[CH:8]=[C:7]2[C:3]=1[CH:4]=[N:5][N:6]2[S:24]([C:27]1[CH:32]=[CH:31][CH:30]=[CH:29][CH:28]=1)(=[O:26])=[O:25].N1C=CC=CC=1.[Cl:39][CH2:40][C:41]1[S:42][CH:43]=[C:44]([C:46](Cl)=[O:47])[N:45]=1.C(=O)(O)[O-].[Na+].